This data is from Volume of distribution at steady state (VDss) regression data from Lombardo et al.. The task is: Regression/Classification. Given a drug SMILES string, predict its absorption, distribution, metabolism, or excretion properties. Task type varies by dataset: regression for continuous measurements (e.g., permeability, clearance, half-life) or binary classification for categorical outcomes (e.g., BBB penetration, CYP inhibition). For this dataset (vdss_lombardo), we predict log10(VDss) (log10 of volume of distribution in L/kg). (1) The drug is CN(C)C(=O)Oc1cc(OC(=O)N(C)C)cc(C(O)C[NH2+]C(C)(C)C)c1. The log10(VDss) is 0.200. (2) The drug is C=CC[N+]12CCC34c5ccccc5N5/C=C6/C7CC8C9(CC[N+]8(CC=C)C/C7=C/CO)c7ccccc7N(/C=C(/C(CC31)/C(=C/CO)C2)C54)C69. The log10(VDss) is -0.490. (3) The drug is O=C1NCC2(CC[NH+](CCc3ccccc3)CC2)O1. The log10(VDss) is 0.480. (4) The molecule is CCCCCNC(=O)c1coc(C2C3CCC(O3)C2Cc2ccccc2CCC(=O)[O-])n1. The log10(VDss) is 0.640. (5) The drug is CCCCCCCCCCCCCCCC(=O)OCC(COP(=O)([O-])OCCNC(=O)C(C)NC(=O)CCC(NC(=O)C(C)NC(=O)C(C)OC(C(C=O)NC(C)=O)C(O)C(O)CO)C(N)=O)OC(=O)CCCCCCCCCCCCCCC. The log10(VDss) is 0.760. (6) The compound is Nc1c(CC(=O)[O-])cccc1C(=O)c1ccc(Br)cc1. The log10(VDss) is -0.960. (7) The molecule is NC(=S)N/N=C/c1ncccc1N. The log10(VDss) is -0.390.